This data is from Reaction yield outcomes from USPTO patents with 853,638 reactions. The task is: Predict the reaction yield, written as a fraction of the theoretical maximum amount of product (1.0 means a 100% yield; for example, 0.34 means a 34% yield). (1) The reactants are [F:1][C:2]1[CH:3]=[C:4]([C:8]2[C:12]([C:13]([OH:15])=O)=[C:11]([CH3:16])[O:10][N:9]=2)[CH:5]=[CH:6][CH:7]=1.Cl.C(N=C=NCCCN(C)C)C.[F:29][C:30]([F:44])([F:43])[C:31]1[CH:32]=[C:33]([N:37]2[CH2:42][CH2:41][NH:40][CH2:39][CH2:38]2)[CH:34]=[CH:35][CH:36]=1. The catalyst is ClCCl. The product is [F:1][C:2]1[CH:3]=[C:4]([C:8]2[C:12]([C:13]([N:40]3[CH2:39][CH2:38][N:37]([C:33]4[CH:34]=[CH:35][CH:36]=[C:31]([C:30]([F:43])([F:44])[F:29])[CH:32]=4)[CH2:42][CH2:41]3)=[O:15])=[C:11]([CH3:16])[O:10][N:9]=2)[CH:5]=[CH:6][CH:7]=1. The yield is 0.640. (2) The reactants are C([O:4][C@H:5]([C@H:7]([CH2:32][CH2:33][CH2:34][CH3:35])[C@@H:8]([CH2:25][C:26]1[CH:31]=[CH:30][CH:29]=[CH:28][CH:27]=1)[CH2:9][CH2:10][CH2:11][C@H:12]([NH:17][C:18]([O:20][C:21]([CH3:24])([CH3:23])[CH3:22])=[O:19])[C:13]([O:15]C)=[O:14])[CH3:6])(=O)C.O[Li].O. The catalyst is CO.O.CCOC(C)=O. The product is [CH2:25]([C@H:8]([C@H:7]([C@@H:5]([OH:4])[CH3:6])[CH2:32][CH2:33][CH2:34][CH3:35])[CH2:9][CH2:10][CH2:11][C@H:12]([NH:17][C:18]([O:20][C:21]([CH3:22])([CH3:24])[CH3:23])=[O:19])[C:13]([OH:15])=[O:14])[C:26]1[CH:27]=[CH:28][CH:29]=[CH:30][CH:31]=1. The yield is 1.00. (3) The reactants are [N+:1]([C:4]1[CH:5]=[C:6]([S:10]([CH2:13][CH2:14][OH:15])(=[O:12])=[O:11])[CH:7]=[CH:8][CH:9]=1)([O-])=O.[H][H]. The catalyst is O1CCCC1.C(O)C.[Pd]. The product is [NH2:1][C:4]1[CH:5]=[C:6]([S:10]([CH2:13][CH2:14][OH:15])(=[O:12])=[O:11])[CH:7]=[CH:8][CH:9]=1. The yield is 1.00. (4) The reactants are C([O:3][C:4](=[O:36])[C:5]1[CH:10]=[C:9]([C:11]2[CH:12]=[C:13]3[C:19]([C:20]4[CH:25]=[CH:24][CH:23]=[CH:22][C:21]=4[O:26][CH3:27])=[N:18][N:17](COCC[Si](C)(C)C)[C:14]3=[N:15][CH:16]=2)[CH:8]=[N:7][CH:6]=1)C.[F-].C([N+](CCCC)(CCCC)CCCC)CCC. The catalyst is C1COCC1. The product is [CH3:27][O:26][C:21]1[CH:22]=[CH:23][CH:24]=[CH:25][C:20]=1[C:19]1[C:13]2[C:14](=[N:15][CH:16]=[C:11]([C:9]3[CH:8]=[N:7][CH:6]=[C:5]([CH:10]=3)[C:4]([OH:36])=[O:3])[CH:12]=2)[NH:17][N:18]=1. The yield is 1.19.